This data is from Experimentally validated miRNA-target interactions with 360,000+ pairs, plus equal number of negative samples. The task is: Binary Classification. Given a miRNA mature sequence and a target amino acid sequence, predict their likelihood of interaction. (1) The miRNA is hsa-miR-6812-5p with sequence AUGGGGUGAGAUGGGGAGGAGCAGC. The protein sequence of the target gene is MNDTEKPADTPSEEEDFGDPRTYDPDFKGPVANRSCTDVLCCMIFLLCIIGYIVLGLVAWVHGDPRRAAYPTDSQGHFCGQKGTPNENKTILFYFNLLRCTSPSVLLNLQCPTTQICVSKCPEKFLTYVEMQLLYTKDKSYWEDYRQFCKTTAKPVKSLTQLLLDDDCPTAIFPSKPFLQRCFPDFSTKNGTLTIGSKMMFQDGNGGTRSVVELGIAANGINKLLDAKSLGLKVFEDYARTWYWILIGLTIAMVLSWIFLILLRFIAGCLFWVFMIGVIGIIGYGIWHCYQQYTNLQERP.... Result: 0 (no interaction). (2) The miRNA is hsa-miR-5001-3p with sequence UUCUGCCUCUGUCCAGGUCCUU. The protein sequence of the target gene is MAEYSYVKSTKLVLKGTKAKSKKKKSKDKKRKREEDEETQLDIVGIWWTVSNFGEISGTIAIEMDKGAYIHALDNGLFTLGAPHREVDEGPSPPEQFTAVKLSDSRIALKSGYGKYLGINSDGLVVGRSDAIGPREQWEPVFQDGKMALLASNSCFIRCNEAGDIEAKNKTAGEEEMIKIRSCAERETKKKDDIPEEDKGSVKQCEINYVKKFQSFQDHKLKISKEDSKILKKARKDGFLHETLLDRRAKLKADRYCK. Result: 0 (no interaction). (3) The miRNA is mmu-miR-669a-3-3p with sequence ACAUAACAUACACACACAUGUAU. The protein sequence of the target gene is MSKMKMLPVQLSLNSLNPGIWSDVLWRCPPAPSSQLAELKTQLPPSLPSDPRLWSREDVLVFLRFCVREFDLPKLDFDLFQMNGKALCLLTRADFGHRCPGAGDVLHNVLQMLIIESHMMQWHLPNSPVTPTSRYPLSPHSHPPTPTWPPLNAPPENSPFHSSAHSLAGHHFMAPNSVTLSPPPSVDSQASSPPQAPYQNGGATGAAPGSAGGSAPAAGGATNTSNPTSSSASSTGSNGSQPNIMPMKGISSASSNHSDSEEEYSETSGGVSKMPPAPLSYSTASPPGTPILKDIKPNWT.... Result: 0 (no interaction). (4) The protein sequence of the target gene is MALHSMRKARERWSFIRALHKGSAAAPALQKDSKKRVFSGIQPTGILHLGNYLGAIESWVRLQDEYDSVLYSIVDLHSITVPQDPAVLRQSILDMTAVLLACGINPEKSILFQQSQVSEHTQLSWILSCMVRLPRLQHLHQWKAKTTKQKHDGTVGLLTYPVLQAADILLYKSTHVPVGEDQVQHMELVQDLAQGFNKKYGEFFPVPESILTSMKKVKSLRDPSAKMSKSDPDKLATVRITDSPEEIVQKFRKAVTDFTSEVTYDPAGRAGVSNIVAVHAAVTGLSVEEVVRRSAGMNTA.... Result: 0 (no interaction). The miRNA is mmu-miR-542-3p with sequence UGUGACAGAUUGAUAACUGAAA. (5) The miRNA is mmu-miR-1931 with sequence AUGCAAGGGCUGGUGCGAUGGC. The protein sequence of the target gene is MADSEDTFRLQNSPSDSEPKDLQNEGKSDKQNAAVSKSPSSQTTYIQQGMEGIKVYLHERELWTKFHEVGTEMIITKAGRRMFPSFKVKVTGLNPKTKYILLMDVVPADDHRYKFADNKWSVTGKAEPAMPGRLYVHPDSPATGAHWMRQLVSFQKLKLTNNHLDPFGHIILNSMHKYQPRIHIVKADENNGFGSKNTAFCTHVFPETAFIAVTSYQNHKITQLKIENNPFAKGFRGSDDMELHRMSRMQSTKEYPVVPRSTVRQRVGSSQSPFSGDVQGLSASGAISSQYSCENGVSST.... Result: 0 (no interaction). (6) The miRNA is hsa-miR-570-3p with sequence CGAAAACAGCAAUUACCUUUGC. The protein sequence of the target gene is MASRSLGGLSGIRGGGGGGGKKSLSARNAAVERRNLITVCRFSVKTLIDRSCFETIDDSSPEFNNFAAILEQILSHRLKEISQSCRWLAHLQIPLQGQVTWFGYESPRSFWDYIRVACRKVSQNCICSIENMENVSSSRAKGRAWIRVALMEKHLSEYISTALRDFKTTRRFYEDGAIVLGEEANMLAGMLLGLNAIDFSFCLKGEGLDGSFPAVIDYTPYLKYIQSSDSISSDEEELRTLGSSGSESSTPENVGPPFLMDENSWFNKCKRVKQKYQLTLEQKGYLEELLRLRENQLSES.... Result: 0 (no interaction). (7) The miRNA is hsa-miR-30d-3p with sequence CUUUCAGUCAGAUGUUUGCUGC. The protein sequence of the target gene is MYSVEDLLISHGYKLSRDPPASREDNPKGRQAARTGTRAGQGLQNGHEDGPAALAHRKTSAGKGHVSDSESRRSTPRGHGEPQSTSASRTSEAGFCNQPPSAWSSHPPTGNDQAYRRRGRQEARSQKPREHENLEARGMAQAHSLPVHVREGPWEVGGRSEHVMKKPVWEEELRMSGPAKWQNVSLESWNQPRKLGRQMSDGDGERLFQDLYPFIQGEHVLNSQNKGKSRSLPRVLSPESLSCTEIPIPLNERHSPKMPPYPPTCAPNLDSTRNSEKSGCSAPFPRPKFGRPLKPPSYSS.... Result: 1 (interaction).